Dataset: Forward reaction prediction with 1.9M reactions from USPTO patents (1976-2016). Task: Predict the product of the given reaction. (1) Given the reactants Cl.[CH2:2]1[C:7]2([CH2:12][CH2:11][NH:10][CH2:9][CH2:8]2)[CH2:6][CH2:5][N:4]([C:13]([O:15][C:16]([CH3:19])([CH3:18])[CH3:17])=[O:14])[CH2:3]1.[O:20]([C:27]1[CH:28]=[C:29]([CH:32]=[CH:33][CH:34]=1)[CH:30]=O)[C:21]1[CH:26]=[CH:25][CH:24]=[CH:23][CH:22]=1.C(N(CC)CC)C.C(O[BH-](OC(=O)C)OC(=O)C)(=O)C.[Na+].ClC(Cl)C, predict the reaction product. The product is: [O:20]([C:27]1[CH:28]=[C:29]([CH:32]=[CH:33][CH:34]=1)[CH2:30][N:10]1[CH2:11][CH2:12][C:7]2([CH2:2][CH2:3][N:4]([C:13]([O:15][C:16]([CH3:19])([CH3:18])[CH3:17])=[O:14])[CH2:5][CH2:6]2)[CH2:8][CH2:9]1)[C:21]1[CH:22]=[CH:23][CH:24]=[CH:25][CH:26]=1. (2) Given the reactants [C:1]([C:3]1[C:4]([N:18]2[CH2:23][CH2:22][NH:21][CH2:20][CH2:19]2)=[N:5][C:6]([C:14]([F:17])([F:16])[F:15])=[C:7]([CH:13]=1)[C:8]([O:10][CH2:11][CH3:12])=[O:9])#[N:2].[N:24]([CH2:27][C:28]1[CH:33]=[CH:32][CH:31]=[CH:30][CH:29]=1)=[C:25]=[O:26], predict the reaction product. The product is: [CH2:27]([NH:24][C:25]([N:21]1[CH2:22][CH2:23][N:18]([C:4]2[C:3]([C:1]#[N:2])=[CH:13][C:7]([C:8]([O:10][CH2:11][CH3:12])=[O:9])=[C:6]([C:14]([F:15])([F:17])[F:16])[N:5]=2)[CH2:19][CH2:20]1)=[O:26])[C:28]1[CH:33]=[CH:32][CH:31]=[CH:30][CH:29]=1. (3) Given the reactants C([N:20]1[CH2:33][C:31]2=[C:32]3[C:27](=[CH:28][CH:29]=[CH:30]2)[C:26](=[O:34])[NH:25][C:24](=[O:35])[N:23]3[CH2:22][CH2:21]1)(C1C=CC=CC=1)(C1C=CC=CC=1)C1C=CC=CC=1.O1CCOCC1.[ClH:42], predict the reaction product. The product is: [ClH:42].[C:26]1(=[O:34])[C:27]2[C:32]3=[C:31]([CH2:33][NH:20][CH2:21][CH2:22][N:23]3[C:24](=[O:35])[NH:25]1)[CH:30]=[CH:29][CH:28]=2. (4) Given the reactants [CH3:1][O:2][C:3]1[N:8]=[CH:7][C:6]([C:9]2[N:13]([C:14]3[CH:19]=[CH:18][CH:17]=[CH:16][N:15]=3)[N:12]=[C:11]([C:20]([O:22]C)=[O:21])[CH:10]=2)=[CH:5][CH:4]=1.O.[OH-].[Li+], predict the reaction product. The product is: [CH3:1][O:2][C:3]1[N:8]=[CH:7][C:6]([C:9]2[N:13]([C:14]3[CH:19]=[CH:18][CH:17]=[CH:16][N:15]=3)[N:12]=[C:11]([C:20]([OH:22])=[O:21])[CH:10]=2)=[CH:5][CH:4]=1. (5) Given the reactants C(Cl)(=O)C(Cl)=O.[CH3:7][O:8][C:9]1[C:17]([O:18][CH3:19])=[CH:16][C:12]([C:13]([OH:15])=O)=[C:11]([N+:20]([O-:22])=[O:21])[CH:10]=1.[NH:23]1[CH2:27][CH2:26][CH2:25][C@H:24]1[CH2:28][OH:29].C(N(CC)CC)C.C(=O)=O.CC#N, predict the reaction product. The product is: [CH3:7][O:8][C:9]1[C:17]([O:18][CH3:19])=[CH:16][C:12]([C:13]([N:23]2[CH2:27][CH2:26][CH2:25][CH:24]2[CH2:28][OH:29])=[O:15])=[C:11]([N+:20]([O-:22])=[O:21])[CH:10]=1. (6) The product is: [N:1]1[C:5]2[CH:6]=[CH:7][CH:8]=[CH:9][C:4]=2[NH:3][C:2]=1[S:10]([CH2:13][CH2:14][N:15]1[CH2:20][CH2:19][N:18]([CH2:28][C:29]([NH:31][C:32]2[C:33]([S:41][CH3:42])=[N:34][C:35]([CH3:40])=[CH:36][C:37]=2[S:38][CH3:39])=[O:30])[CH2:17][CH2:16]1)(=[O:12])=[O:11]. Given the reactants [N:1]1[C:5]2[CH:6]=[CH:7][CH:8]=[CH:9][C:4]=2[NH:3][C:2]=1[S:10]([CH2:13][CH2:14][N:15]1[CH2:20][CH2:19][NH:18][CH2:17][CH2:16]1)(=[O:12])=[O:11].C(=O)([O-])[O-].[K+].[K+].Br[CH2:28][C:29]([NH:31][C:32]1[C:33]([S:41][CH3:42])=[N:34][C:35]([CH3:40])=[CH:36][C:37]=1[S:38][CH3:39])=[O:30], predict the reaction product.